This data is from Peptide-MHC class I binding affinity with 185,985 pairs from IEDB/IMGT. The task is: Regression. Given a peptide amino acid sequence and an MHC pseudo amino acid sequence, predict their binding affinity value. This is MHC class I binding data. (1) The peptide sequence is AAFEDLRL. The MHC is HLA-A02:02 with pseudo-sequence HLA-A02:02. The binding affinity (normalized) is 0.0968. (2) The peptide sequence is TMMRHRREL. The MHC is BoLA-HD6 with pseudo-sequence BoLA-HD6. The binding affinity (normalized) is 0.844. (3) The peptide sequence is YNFTLVATV. The MHC is HLA-A02:02 with pseudo-sequence HLA-A02:02. The binding affinity (normalized) is 0.444.